Task: Predict the product of the given reaction.. Dataset: Forward reaction prediction with 1.9M reactions from USPTO patents (1976-2016) (1) Given the reactants [C:1]([CH2:3][C:4]1([N:22]2[CH:26]=[C:25]([C:27]3[CH:32]=[CH:31][N:30]=[C:29]4[N:33](COCC[Si](C)(C)C)[CH:34]=[CH:35][C:28]=34)[CH:24]=[N:23]2)[CH2:7][N:6]([C:8]2[N:9]=[CH:10][C:11]([C:14]([NH:16][C@H:17]([CH:19]3[CH2:21][CH2:20]3)[CH3:18])=[O:15])=[N:12][CH:13]=2)[CH2:5]1)#[N:2].C(N)CN, predict the reaction product. The product is: [C:1]([CH2:3][C:4]1([N:22]2[CH:26]=[C:25]([C:27]3[CH:32]=[CH:31][N:30]=[C:29]4[NH:33][CH:34]=[CH:35][C:28]=34)[CH:24]=[N:23]2)[CH2:7][N:6]([C:8]2[N:9]=[CH:10][C:11]([C:14]([NH:16][C@H:17]([CH:19]3[CH2:21][CH2:20]3)[CH3:18])=[O:15])=[N:12][CH:13]=2)[CH2:5]1)#[N:2]. (2) Given the reactants [CH3:1][O:2][C:3]([C:5]1[S:6][C:7]([N+:11]([O-:13])=[O:12])=[C:8](Br)[CH:9]=1)=[O:4].[CH3:14][C:15]1[O:16][CH:17]=[CH:18][C:19]=1[SH:20], predict the reaction product. The product is: [CH3:1][O:2][C:3]([C:5]1[S:6][C:7]([N+:11]([O-:13])=[O:12])=[C:8]([S:20][C:19]2[CH:18]=[CH:17][O:16][C:15]=2[CH3:14])[CH:9]=1)=[O:4].